Dataset: Full USPTO retrosynthesis dataset with 1.9M reactions from patents (1976-2016). Task: Predict the reactants needed to synthesize the given product. (1) Given the product [CH3:1][C:2]1[S:6][C:5]([C:7](=[S:19])[NH2:9])=[CH:4][CH:3]=1, predict the reactants needed to synthesize it. The reactants are: [CH3:1][C:2]1[S:6][C:5]([C:7]([NH2:9])=O)=[CH:4][CH:3]=1.COC1C=CC(P2(SP(C3C=CC(OC)=CC=3)(=S)S2)=[S:19])=CC=1.C(=O)([O-])O.[Na+]. (2) Given the product [CH2:1]([C:3]1[N:4]=[C:5]2[C:10]([C:11]3[C:16]([CH3:17])=[CH:15][C:14]([CH3:18])=[CH:13][C:12]=3[O:19][CH3:20])=[N:9][CH:8]=[CH:7][N:6]2[C:21]=1[C:22]([OH:26])([CH2:27][CH2:28][CH3:29])[CH2:23][CH2:24][CH3:25])[CH3:2], predict the reactants needed to synthesize it. The reactants are: [CH2:1]([C:3]1[N:4]=[C:5]2[C:10]([C:11]3[C:16]([CH3:17])=[CH:15][C:14]([CH3:18])=[CH:13][C:12]=3[O:19][CH3:20])=[N:9][CH:8]=[CH:7][N:6]2[C:21]=1[C:22](=[O:26])[CH2:23][CH2:24][CH3:25])[CH3:2].[CH2:27]([Mg]Br)[CH2:28][CH3:29].[Cl-].[NH4+]. (3) The reactants are: Br[C:2]1[C:7]([CH3:8])=[C:6]([Cl:9])[CH:5]=[CH:4][N:3]=1.[CH:10]1([CH:13]=[O:14])[CH2:12][CH2:11]1.O. Given the product [Cl:9][C:6]1[CH:5]=[CH:4][N:3]=[C:2]([CH:13]([CH:10]2[CH2:12][CH2:11]2)[OH:14])[C:7]=1[CH3:8], predict the reactants needed to synthesize it. (4) Given the product [CH3:18][O:17][C:13]1[CH:12]=[CH:11][CH:10]=[C:9]2[C:14]=1[C:15](=[O:16])[NH:5][S:6]2(=[O:8])=[O:7], predict the reactants needed to synthesize it. The reactants are: C([N:5]1[C:15](=[O:16])[C:14]2[C:9](=[CH:10][CH:11]=[CH:12][C:13]=2[O:17][CH3:18])[S:6]1(=[O:8])=[O:7])(C)(C)C. (5) The reactants are: O=[C:2]1[CH2:7][CH2:6][N:5]([C:8]([O:10][C:11]([CH3:14])([CH3:13])[CH3:12])=[O:9])[CH2:4][CH2:3]1.[CH2:15]([NH:17][CH2:18][CH3:19])[CH3:16]. Given the product [CH2:15]([N:17]([CH2:18][CH3:19])[CH:2]1[CH2:7][CH2:6][N:5]([C:8]([O:10][C:11]([CH3:14])([CH3:13])[CH3:12])=[O:9])[CH2:4][CH2:3]1)[CH3:16], predict the reactants needed to synthesize it. (6) Given the product [NH2:8][C:7]1[C:2]([NH:1][C:29]([N:28]2[C:23]([CH3:22])=[CH:24][CH:25]=[CH:26][C:27]2=[O:32])=[O:30])=[CH:3][CH:4]=[C:5]([N:9]2[CH2:14][CH2:13][CH2:12][C@@H:11]([C:15]([N:17]3[CH2:21][CH2:20][CH2:19][CH2:18]3)=[O:16])[CH2:10]2)[N:6]=1, predict the reactants needed to synthesize it. The reactants are: [NH2:1][C:2]1[CH:3]=[CH:4][C:5]([N:9]2[CH2:14][CH2:13][CH2:12][C@@H:11]([C:15]([N:17]3[CH2:21][CH2:20][CH2:19][CH2:18]3)=[O:16])[CH2:10]2)=[N:6][C:7]=1[NH2:8].[CH3:22][C:23]1[N:28]([C:29](O)=[O:30])[C:27](=[O:32])[CH:26]=[CH:25][CH:24]=1.C(N(CC)CC)C. (7) Given the product [S:9]1[CH:8]=[C:7]([C:16]([OH:18])=[O:17])[C:5]2[CH:6]=[CH:1][CH:2]=[CH:3][C:4]1=2, predict the reactants needed to synthesize it. The reactants are: [CH:1]1[CH:6]=[C:5]2[C:7](Br)=[CH:8][S:9][C:4]2=[CH:3][CH:2]=1.[Li]CCCC.[C:16](=[O:18])=[O:17].